Dataset: Reaction yield outcomes from USPTO patents with 853,638 reactions. Task: Predict the reaction yield, written as a fraction of the theoretical maximum amount of product (1.0 means a 100% yield; for example, 0.34 means a 34% yield). The reactants are Cl[C:2]1[N:7]=[C:6]([C:8]([O:10][CH3:11])=[O:9])[CH:5]=[CH:4][N:3]=1.[CH:12]1([C:15]([NH2:17])=[O:16])[CH2:14][CH2:13]1. No catalyst specified. The product is [CH:12]1([C:15]([NH:17][C:2]2[N:7]=[C:6]([C:8]([O:10][CH3:11])=[O:9])[CH:5]=[CH:4][N:3]=2)=[O:16])[CH2:14][CH2:13]1. The yield is 1.00.